Dataset: Forward reaction prediction with 1.9M reactions from USPTO patents (1976-2016). Task: Predict the product of the given reaction. (1) Given the reactants [N+:1]([C:4]1[CH:5]=[C:6]([CH:12]=[CH:13][CH:14]=1)[O:7][CH2:8][C:9]([OH:11])=[O:10])([O-])=O, predict the reaction product. The product is: [NH2:1][C:4]1[CH:5]=[C:6]([CH:12]=[CH:13][CH:14]=1)[O:7][CH2:8][C:9]([OH:11])=[O:10]. (2) Given the reactants [N+]([O-])(O)=O.[N+]([O-])(O)=O.[F:9][C:10]1[CH:11]=[C:12]([NH:22][C:23]([NH2:25])=[NH:24])[CH:13]=[CH:14][C:15]=1[N:16]1[CH:20]=[C:19]([CH3:21])[N:18]=[CH:17]1.CN(C)[CH:28]=[CH:29][C:30](=O)[C:31]([CH3:42])([C:33]1[CH:38]=[C:37]([F:39])[C:36]([F:40])=[C:35]([F:41])[CH:34]=1)[CH3:32], predict the reaction product. The product is: [F:9][C:10]1[CH:11]=[C:12]([NH:22][C:23]2[N:25]=[C:30]([C:31]([CH3:42])([C:33]3[CH:34]=[C:35]([F:41])[C:36]([F:40])=[C:37]([F:39])[CH:38]=3)[CH3:32])[CH:29]=[CH:28][N:24]=2)[CH:13]=[CH:14][C:15]=1[N:16]1[CH:20]=[C:19]([CH3:21])[N:18]=[CH:17]1. (3) Given the reactants [Cl:1][C:2]1[N:7]=[CH:6][C:5]([CH:8]=O)=[CH:4][CH:3]=1.[NH2:10][C:11]1[CH:30]=[CH:29][CH:28]=[CH:27][C:12]=1[C:13]([NH:15][C:16]1[CH:21]=[CH:20][C:19]([CH:22]2[CH2:26][CH2:25][CH2:24][CH2:23]2)=[CH:18][CH:17]=1)=[O:14], predict the reaction product. The product is: [Cl:1][C:2]1[N:7]=[CH:6][C:5]([C:8]2[N:15]([C:16]3[CH:21]=[CH:20][C:19]([CH:22]4[CH2:26][CH2:25][CH2:24][CH2:23]4)=[CH:18][CH:17]=3)[C:13](=[O:14])[C:12]3[C:11](=[CH:30][CH:29]=[CH:28][CH:27]=3)[N:10]=2)=[CH:4][CH:3]=1. (4) Given the reactants [C:1](OC(=O)C)(=[O:3])[CH3:2].[NH:8]1[C:16]2[C:11](=[CH:12][C:13]([O:17][C:18]3[CH:24]=[CH:23][CH:22]=[CH:21][C:19]=3[NH2:20])=[CH:14][CH:15]=2)[CH:10]=[N:9]1.C(=O)([O-])O.[Na+], predict the reaction product. The product is: [NH:8]1[C:16]2[C:11](=[CH:12][C:13]([O:17][C:18]3[CH:24]=[CH:23][CH:22]=[CH:21][C:19]=3[NH:20][C:1](=[O:3])[CH3:2])=[CH:14][CH:15]=2)[CH:10]=[N:9]1. (5) Given the reactants ClC1C=CC=CC=1C=O.[NH:10]1[CH:14]=[CH:13][N:12]=[C:11]1[CH:15]=O.[NH2:17][C:18]1[C:22]2[CH:23]=[C:24]([Br:27])[CH:25]=[CH:26][C:21]=2[O:20][C:19]=1[C:28]([NH2:30])=[O:29].NC1C2C=C(Cl)C=CC=2OC=1C(N)=O, predict the reaction product. The product is: [Br:27][C:24]1[CH:25]=[CH:26][C:21]2[O:20][C:19]3[C:28](=[O:29])[NH:30][C:15]([C:11]4[NH:10][CH:14]=[CH:13][N:12]=4)=[N:17][C:18]=3[C:22]=2[CH:23]=1. (6) Given the reactants [CH3:1][O:2][CH2:3][CH2:4][CH2:5][NH:6][C:7]([C:9]1[N:10]=[C:11](I)[NH:12][C:13]=1[CH2:14][CH2:15][CH3:16])=[O:8], predict the reaction product. The product is: [CH3:1][O:2][CH2:3][CH2:4][CH2:5][NH:6][C:7]([C:9]1[N:10]=[C:11]([C:11]2[NH:12][C:13]([CH2:14][CH2:15][CH3:16])=[C:9]([C:7]([NH:6][CH2:5][CH2:4][CH2:3][O:2][CH3:1])=[O:8])[N:10]=2)[NH:12][C:13]=1[CH2:14][CH2:15][CH3:16])=[O:8]. (7) Given the reactants [C:1]([C:5]1[CH:10]=[C:9]([C:11]([CH3:14])([CH3:13])[CH3:12])[CH:8]=[C:7]([CH:15](N2CCCCC2)[C:16]2[CH:21]=[CH:20][C:19]([C:22]([F:25])([F:24])[F:23])=[CH:18][CH:17]=2)[C:6]=1[OH:32])([CH3:4])([CH3:3])[CH3:2].[CH:33](O)=[O:34], predict the reaction product. The product is: [C:11]([C:9]1[CH:10]=[C:5]([C:1]([CH3:4])([CH3:3])[CH3:2])[C:6]2[O:32][C:33](=[O:34])[CH:15]([C:16]3[CH:21]=[CH:20][C:19]([C:22]([F:25])([F:23])[F:24])=[CH:18][CH:17]=3)[C:7]=2[CH:8]=1)([CH3:13])([CH3:12])[CH3:14]. (8) Given the reactants Cl.[CH2:2]([C:4]1[N:8]2[CH2:9][CH2:10][NH:11][CH2:12][C:7]2=[N:6][N:5]=1)[CH3:3].[CH3:13][C:14]([CH3:34])([O:16][C:17]([NH:19][C@H:20]([CH2:25][C:26]1[CH:31]=[CH:30][C:29]([F:32])=[C:28]([F:33])[CH:27]=1)[CH2:21][C:22](O)=[O:23])=[O:18])[CH3:15].CCN(C(C)C)C(C)C.C1C=CC2N(O)N=NC=2C=1.C(Cl)CCl, predict the reaction product. The product is: [CH3:15][C:14]([CH3:34])([O:16][C:17]([NH:19][C@H:20]([CH2:25][C:26]1[CH:31]=[CH:30][C:29]([F:32])=[C:28]([F:33])[CH:27]=1)[CH2:21][C:22]([N:11]1[CH2:10][CH2:9][N:8]2[C:4]([CH2:2][CH3:3])=[N:5][N:6]=[C:7]2[CH2:12]1)=[O:23])=[O:18])[CH3:13]. (9) Given the reactants [CH3:1][C:2]1[N:7]=[C:6]([C:8]2[CH:13]=[CH:12][CH:11]=[CH:10][N:9]=2)[CH:5]=[CH:4][CH:3]=1.C([N-]C(C)C)(C)C.[Li+].CCCCCCC.C1COCC1.C(C1C=CC=CC=1)C.[C:42]([P:46]([C:48]([CH3:51])([CH3:50])[CH3:49])Cl)([CH3:45])([CH3:44])[CH3:43], predict the reaction product. The product is: [C:42]([P:46]([CH2:1][C:2]1[N:7]=[C:6]([C:8]2[CH:13]=[CH:12][CH:11]=[CH:10][N:9]=2)[CH:5]=[CH:4][CH:3]=1)[C:48]([CH3:51])([CH3:50])[CH3:49])([CH3:45])([CH3:44])[CH3:43]. (10) The product is: [NH2:29][CH2:25][C:21]1[C:20]([F:27])=[C:19]([CH:24]=[CH:23][CH:22]=1)[CH2:18][N:4]1[CH:5]=[CH:6][C:7]([O:8][CH2:9][C:10]2[CH:15]=[CH:14][C:13]([F:16])=[CH:12][C:11]=2[F:17])=[C:2]([Br:1])[C:3]1=[O:28]. Given the reactants [Br:1][C:2]1[C:3](=[O:28])[N:4]([CH2:18][C:19]2[CH:24]=[CH:23][CH:22]=[C:21]([CH2:25]Br)[C:20]=2[F:27])[CH:5]=[CH:6][C:7]=1[O:8][CH2:9][C:10]1[CH:15]=[CH:14][C:13]([F:16])=[CH:12][C:11]=1[F:17].[NH3:29], predict the reaction product.